Dataset: Reaction yield outcomes from USPTO patents with 853,638 reactions. Task: Predict the reaction yield, written as a fraction of the theoretical maximum amount of product (1.0 means a 100% yield; for example, 0.34 means a 34% yield). (1) The reactants are [NH:1]1[CH:5]=[CH:4][CH:3]=[C:2]1[C:6]([O:8][CH2:9][CH3:10])=[O:7].[Br:11]N1C(=O)CCC1=O.O.C(OCC)(=O)C. The catalyst is O1CCCC1.CO. The product is [Br:11][C:5]1[NH:1][C:2]([C:6]([O:8][CH2:9][CH3:10])=[O:7])=[CH:3][CH:4]=1. The yield is 0.400. (2) The reactants are [ClH:1].C(OC([N:9]1[CH2:14][CH2:13][CH:12]([C:15](=[O:36])[C:16]2[CH:21]=[CH:20][C:19]([S:22]([C:25]3[CH:34]=[CH:33][C:32]4[C:27](=[CH:28][CH:29]=[C:30]([Br:35])[CH:31]=4)[CH:26]=3)(=[O:24])=[O:23])=[CH:18][CH:17]=2)[CH2:11][CH2:10]1)=O)(C)(C)C. No catalyst specified. The product is [ClH:1].[Br:35][C:30]1[CH:31]=[C:32]2[C:27](=[CH:28][CH:29]=1)[CH:26]=[C:25]([S:22]([C:19]1[CH:18]=[CH:17][C:16]([C:15]([CH:12]3[CH2:11][CH2:10][NH:9][CH2:14][CH2:13]3)=[O:36])=[CH:21][CH:20]=1)(=[O:24])=[O:23])[CH:34]=[CH:33]2. The yield is 0.920. (3) The reactants are COC1C=CC(C[NH:8][C:9]2[N:14]=[CH:13][C:12]([O:15][CH2:16][CH2:17][S:18][CH3:19])=[CH:11][N:10]=2)=CC=1. The catalyst is FC(F)(F)C(O)=O. The product is [NH2:8][C:9]1[N:10]=[CH:11][C:12]([O:15][CH2:16][CH2:17][S:18][CH3:19])=[CH:13][N:14]=1. The yield is 0.180. (4) The reactants are [Cl:1][C:2]1[CH:7]=[CH:6][C:5]([N:8]2[CH2:13][CH2:12][O:11][C:10]3[CH:14]=[C:15]([S:18](Cl)(=[O:20])=[O:19])[CH:16]=[CH:17][C:9]2=3)=[C:4]([C:22]#[N:23])[CH:3]=1.[F:24][C:25]1[C:30]([OH:31])=[C:29]([F:32])[C:28]([F:33])=[C:27]([F:34])[C:26]=1[F:35].C(N(CC)CC)C. The catalyst is C(Cl)Cl. The product is [Cl:1][C:2]1[CH:7]=[CH:6][C:5]([N:8]2[CH2:13][CH2:12][O:11][C:10]3[CH:14]=[C:15]([S:18]([O:31][C:30]4[C:29]([F:32])=[C:28]([F:33])[C:27]([F:34])=[C:26]([F:35])[C:25]=4[F:24])(=[O:20])=[O:19])[CH:16]=[CH:17][C:9]2=3)=[C:4]([C:22]#[N:23])[CH:3]=1. The yield is 0.549.